From a dataset of Full USPTO retrosynthesis dataset with 1.9M reactions from patents (1976-2016). Predict the reactants needed to synthesize the given product. (1) Given the product [N:1]([CH2:10][CH2:11][CH2:12][C:13]1([O:19][Si:20]([C:23]([CH3:24])([CH3:26])[CH3:25])([CH3:21])[CH3:22])[CH2:14][CH2:15][CH2:16][CH2:17][CH2:18]1)=[N+:2]=[N-:3], predict the reactants needed to synthesize it. The reactants are: [N-:1]=[N+:2]=[N-:3].[Na+].CS(O[CH2:10][CH2:11][CH2:12][C:13]1([O:19][Si:20]([C:23]([CH3:26])([CH3:25])[CH3:24])([CH3:22])[CH3:21])[CH2:18][CH2:17][CH2:16][CH2:15][CH2:14]1)(=O)=O. (2) Given the product [CH2:17]([O:1][CH2:2][C:3]1[C:8]([C:9]#[N:10])=[C:7]([O:11][CH3:12])[N:6]=[C:5]([CH3:13])[CH:4]=1)[CH:16]=[CH2:15], predict the reactants needed to synthesize it. The reactants are: [OH:1][CH2:2][C:3]1[C:8]([C:9]#[N:10])=[C:7]([O:11][CH3:12])[N:6]=[C:5]([CH3:13])[CH:4]=1.Br[CH2:15][CH:16]=[CH2:17].[H-].[Na+].[Cl-].[NH4+]. (3) Given the product [N:6]1[C:15]2[CH:14]=[C:13]3[CH2:16][CH2:17][NH:18][CH2:19][CH2:20][C:12]3=[CH:11][C:10]=2[N:9]=[CH:8][CH:7]=1, predict the reactants needed to synthesize it. The reactants are: C(=O)([O-])[O-].[K+].[N:6]1[C:15]2[CH:14]=[C:13]3[CH2:16][CH2:17][NH:18][CH2:19][CH2:20][C:12]3=[CH:11][C:10]=2[N:9]=[CH:8][CH:7]=1.[K+].FC(F)(F)C(N1CCC2C(=CC3N=CC=NC=3C=2)CC1)=O. (4) Given the product [ClH:18].[CH3:1][C:2]1[CH:7]=[C:6]([C:8]2[CH:17]=[CH:16][C:11]([C:12]([OH:14])=[O:13])=[CH:10][CH:9]=2)[CH:5]=[CH:4][N:3]=1, predict the reactants needed to synthesize it. The reactants are: [CH3:1][C:2]1[CH:7]=[C:6]([C:8]2[CH:17]=[CH:16][C:11]([C:12]([O:14]C)=[O:13])=[CH:10][CH:9]=2)[CH:5]=[CH:4][N:3]=1.[ClH:18]. (5) Given the product [CH3:13][N:14]([CH3:19])[CH2:15][CH2:16][N:17]([CH3:18])[C:2]1[NH:10][C:9]2[C:4](=[N:5][CH:6]=[CH:7][CH:8]=2)[C:3]=1[C:11]#[N:12], predict the reactants needed to synthesize it. The reactants are: Cl[C:2]1[NH:10][C:9]2[C:4](=[N:5][CH:6]=[CH:7][CH:8]=2)[C:3]=1[C:11]#[N:12].[CH3:13][N:14]([CH3:19])[CH2:15][CH2:16][NH:17][CH3:18]. (6) Given the product [CH3:29][C:28]1[N:31]=[C:12]([OH:13])[C:8]2[CH2:9][CH2:10][C@H:11]3[C@H:2]([CH3:1])[C:3]4([CH2:4][CH2:5][C@:6]3([C:17]3[CH:18]=[CH:19][CH:20]=[CH:21][CH:22]=3)[C:7]=2[N:30]=1)[O:26][CH2:25][CH2:24][O:23]4, predict the reactants needed to synthesize it. The reactants are: [CH3:1][C@H:2]1[C@H:11]2[C@@:6]([C:17]3[CH:22]=[CH:21][CH:20]=[CH:19][CH:18]=3)([C:7](=O)[CH:8]([C:12](OC)=[O:13])[CH2:9][CH2:10]2)[CH2:5][CH2:4][C:3]21[O:26][CH2:25][CH2:24][O:23]2.Cl.[C:28]([NH2:31])(=[NH:30])[CH3:29].CC(C)([O-])C.[K+].